Task: Predict the reaction yield, written as a fraction of the theoretical maximum amount of product (1.0 means a 100% yield; for example, 0.34 means a 34% yield).. Dataset: Reaction yield outcomes from USPTO patents with 853,638 reactions (1) The reactants are [CH3:1][O:2][C:3]1[CH:4]=[C:5]([CH:15]=[CH:16][C:17]=1[O:18][CH2:19][C:20]1[CH:21]=[N:22][C:23]([CH3:26])=[CH:24][CH:25]=1)[CH2:6][NH:7]C(=O)OC(C)(C)C.FC(F)(F)C(O)=O. The catalyst is ClCCl. The product is [CH3:1][O:2][C:3]1[CH:4]=[C:5]([CH2:6][NH2:7])[CH:15]=[CH:16][C:17]=1[O:18][CH2:19][C:20]1[CH:21]=[N:22][C:23]([CH3:26])=[CH:24][CH:25]=1. The yield is 0.900. (2) The reactants are [Cl:1][C:2]1[CH:3]=[CH:4][C:5]2[N:6]([C:8]([C:11]([C:14]3[CH:15]=[C:16]4[C:20](=[CH:21][CH:22]=3)[N:19]([CH3:23])[N:18]=[CH:17]4)(O)[CH3:12])=[CH:9][N:10]=2)[N:7]=1.II.O[PH2]=O.ClC1C=CC2N(C(CC3C=C4C(=CC=3)N(C)N=C4)=CN=2)N=1. The product is [Cl:1][C:2]1[CH:3]=[CH:4][C:5]2[N:6]([C:8]([CH:11]([C:14]3[CH:15]=[C:16]4[C:20](=[CH:21][CH:22]=3)[N:19]([CH3:23])[N:18]=[CH:17]4)[CH3:12])=[CH:9][N:10]=2)[N:7]=1. No catalyst specified. The yield is 0.910. (3) The reactants are [CH3:1][O:2][C:3]1[CH:8]=[CH:7][C:6]([S:9]([N:12]2[CH2:17][CH2:16][N:15]([C:18](=[S:20])[NH2:19])[CH2:14][CH2:13]2)(=[O:11])=[O:10])=[CH:5][CH:4]=1.C([O-])(O)=O.[Na+].[O:26]1[C:30]2[CH:31]=[CH:32][C:33]([CH2:35][C:36](=O)[CH2:37]Cl)=[CH:34][C:29]=2[O:28][CH2:27]1.CCCCCC.CCOC(C)=O. The catalyst is CCO. The product is [O:26]1[C:30]2[CH:31]=[CH:32][C:33]([CH2:35][C:36]3[N:19]=[C:18]([N:15]4[CH2:14][CH2:13][N:12]([S:9]([C:6]5[CH:5]=[CH:4][C:3]([O:2][CH3:1])=[CH:8][CH:7]=5)(=[O:10])=[O:11])[CH2:17][CH2:16]4)[S:20][CH:37]=3)=[CH:34][C:29]=2[O:28][CH2:27]1. The yield is 0.250. (4) The reactants are [C:1]([N:8]1[CH2:13][CH2:12][C:11](=O)[CH2:10][CH2:9]1)([O:3][C:4]([CH3:7])([CH3:6])[CH3:5])=[O:2].CN.[C:17]([BH3-])#[N:18].[Na+]. The catalyst is CO.ClCCl. The product is [C:4]([O:3][C:1]([N:8]1[CH2:13][CH2:12][CH:11]([NH:18][CH3:17])[CH2:10][CH2:9]1)=[O:2])([CH3:7])([CH3:6])[CH3:5]. The yield is 0.460.